Dataset: NCI-60 drug combinations with 297,098 pairs across 59 cell lines. Task: Regression. Given two drug SMILES strings and cell line genomic features, predict the synergy score measuring deviation from expected non-interaction effect. (1) Drug 1: C1=CC=C(C=C1)NC(=O)CCCCCCC(=O)NO. Drug 2: CC1=C(C(=CC=C1)Cl)NC(=O)C2=CN=C(S2)NC3=CC(=NC(=N3)C)N4CCN(CC4)CCO. Cell line: KM12. Synergy scores: CSS=8.02, Synergy_ZIP=-2.13, Synergy_Bliss=1.78, Synergy_Loewe=-0.809, Synergy_HSA=-0.938. (2) Drug 1: CC1C(C(CC(O1)OC2CC(CC3=C2C(=C4C(=C3O)C(=O)C5=C(C4=O)C(=CC=C5)OC)O)(C(=O)C)O)N)O.Cl. Drug 2: C1=CC(=CC=C1CC(C(=O)O)N)N(CCCl)CCCl.Cl. Cell line: NCI-H226. Synergy scores: CSS=12.2, Synergy_ZIP=-5.66, Synergy_Bliss=-0.804, Synergy_Loewe=-9.28, Synergy_HSA=-1.58. (3) Drug 1: CC(C1=C(C=CC(=C1Cl)F)Cl)OC2=C(N=CC(=C2)C3=CN(N=C3)C4CCNCC4)N. Cell line: ACHN. Synergy scores: CSS=9.08, Synergy_ZIP=-16.0, Synergy_Bliss=-23.9, Synergy_Loewe=-33.2, Synergy_HSA=-22.9. Drug 2: CC1=C(N=C(N=C1N)C(CC(=O)N)NCC(C(=O)N)N)C(=O)NC(C(C2=CN=CN2)OC3C(C(C(C(O3)CO)O)O)OC4C(C(C(C(O4)CO)O)OC(=O)N)O)C(=O)NC(C)C(C(C)C(=O)NC(C(C)O)C(=O)NCCC5=NC(=CS5)C6=NC(=CS6)C(=O)NCCC[S+](C)C)O. (4) Drug 1: C1CC(=O)NC(=O)C1N2C(=O)C3=CC=CC=C3C2=O. Drug 2: C(CCl)NC(=O)N(CCCl)N=O. Cell line: 786-0. Synergy scores: CSS=4.43, Synergy_ZIP=-1.45, Synergy_Bliss=2.27, Synergy_Loewe=0.0132, Synergy_HSA=0.924.